Dataset: NCI-60 drug combinations with 297,098 pairs across 59 cell lines. Task: Regression. Given two drug SMILES strings and cell line genomic features, predict the synergy score measuring deviation from expected non-interaction effect. (1) Drug 1: CC1=CC=C(C=C1)C2=CC(=NN2C3=CC=C(C=C3)S(=O)(=O)N)C(F)(F)F. Drug 2: C1CCC(C(C1)N)N.C(=O)(C(=O)[O-])[O-].[Pt+4]. Cell line: HCT116. Synergy scores: CSS=58.3, Synergy_ZIP=4.43, Synergy_Bliss=5.44, Synergy_Loewe=-17.5, Synergy_HSA=4.14. (2) Cell line: UACC62. Synergy scores: CSS=15.7, Synergy_ZIP=-3.17, Synergy_Bliss=0.524, Synergy_Loewe=-8.01, Synergy_HSA=-0.161. Drug 1: CC1CCC2CC(C(=CC=CC=CC(CC(C(=O)C(C(C(=CC(C(=O)CC(OC(=O)C3CCCCN3C(=O)C(=O)C1(O2)O)C(C)CC4CCC(C(C4)OC)O)C)C)O)OC)C)C)C)OC. Drug 2: C1C(C(OC1N2C=NC3=C2NC=NCC3O)CO)O. (3) Drug 1: C1CCC(CC1)NC(=O)N(CCCl)N=O. Drug 2: CN(CC1=CN=C2C(=N1)C(=NC(=N2)N)N)C3=CC=C(C=C3)C(=O)NC(CCC(=O)O)C(=O)O. Cell line: OVCAR-4. Synergy scores: CSS=32.2, Synergy_ZIP=-1.70, Synergy_Bliss=-1.34, Synergy_Loewe=-21.0, Synergy_HSA=0.139.